Dataset: Forward reaction prediction with 1.9M reactions from USPTO patents (1976-2016). Task: Predict the product of the given reaction. (1) The product is: [Cl:14][C:10]1[C:11]([Cl:13])=[N:12][C:3]([CH2:2][N:21]2[CH2:20][CH2:19][CH2:18][C:17]2=[O:16])=[C:4]([CH:9]=1)[C:5]([O:7][CH3:8])=[O:6]. Given the reactants Br[CH2:2][C:3]1[N:12]=[C:11]([Cl:13])[C:10]([Cl:14])=[CH:9][C:4]=1[C:5]([O:7][CH3:8])=[O:6].C[O:16][C:17]1[CH2:18][CH2:19][CH2:20][N:21]=1.O, predict the reaction product. (2) Given the reactants [CH3:1][O:2][C:3]([C:5]1[NH:6][C:7]2[C:12]([CH:13]=1)=[C:11]([F:14])[CH:10]=[CH:9][CH:8]=2)=[O:4].C(#N)C.[Cl:18]N1C(=O)CCC1=O, predict the reaction product. The product is: [CH3:1][O:2][C:3]([C:5]1[NH:6][C:7]2[C:12]([C:13]=1[Cl:18])=[C:11]([F:14])[CH:10]=[CH:9][CH:8]=2)=[O:4]. (3) Given the reactants [ClH:1].CCOCC.[CH2:7]([N:14]1[C:20](=[O:21])[CH:19]([NH:22][C:23](=[O:35])[C@@H:24]([N:26](C)[C:27](=O)OC(C)(C)C)[CH3:25])[CH2:18][S:17][C:16]2[CH:36]=[CH:37][CH:38]=[CH:39][C:15]1=2)[C:8]1[CH:13]=[CH:12][CH:11]=[CH:10][CH:9]=1, predict the reaction product. The product is: [ClH:1].[CH2:7]([N:14]1[C:20](=[O:21])[CH:19]([NH:22][C:23](=[O:35])[C@@H:24]([NH:26][CH3:27])[CH3:25])[CH2:18][S:17][C:16]2[CH:36]=[CH:37][CH:38]=[CH:39][C:15]1=2)[C:8]1[CH:9]=[CH:10][CH:11]=[CH:12][CH:13]=1. (4) Given the reactants Cl[C:2]1[CH:7]=[C:6]([C:8]2[CH:13]=[CH:12][CH:11]=[CH:10][CH:9]=2)[N:5]=[C:4]([N:14]2[CH2:19][CH2:18][CH:17]([OH:20])[CH2:16][CH2:15]2)[N:3]=1.[CH3:21][S:22][C:23]1[CH:28]=[CH:27][C:26]([NH2:29])=[CH:25][CH:24]=1, predict the reaction product. The product is: [CH3:21][S:22][C:23]1[CH:28]=[CH:27][C:26]([NH:29][C:2]2[CH:7]=[C:6]([C:8]3[CH:13]=[CH:12][CH:11]=[CH:10][CH:9]=3)[N:5]=[C:4]([N:14]3[CH2:19][CH2:18][CH:17]([OH:20])[CH2:16][CH2:15]3)[N:3]=2)=[CH:25][CH:24]=1. (5) The product is: [NH2:1][C:2]1[CH:7]=[CH:6][C:5]([C:8]2[CH2:9][C@H:10]3[CH:16]=[N:15][C:14]4[CH:26]=[C:27]([O:32][CH2:33][CH2:34][CH2:35][O:36][C:37]5[C:38]([O:68][CH3:69])=[CH:39][C:40]6[C:46](=[O:47])[N:45]7[CH:48]=[C:49]([C:51]8[CH:52]=[CH:53][C:54]([OH:57])=[CH:55][CH:56]=8)[CH2:50][C@H:44]7[CH:43]=[N:42][C:41]=6[CH:67]=5)[C:28]([O:30][CH3:31])=[CH:29][C:13]=4[C:12](=[O:70])[N:11]3[CH:71]=2)=[CH:4][CH:3]=1. Given the reactants [NH2:1][C:2]1[CH:7]=[CH:6][C:5]([C:8]2[CH2:9][C@H:10]3[C:16](=O)[N:15](COCC[Si](C)(C)C)[C:14]4[CH:26]=[C:27]([O:32][CH2:33][CH2:34][CH2:35][O:36][C:37]5[C:38]([O:68][CH3:69])=[CH:39][C:40]6[C:46](=[O:47])[N:45]7[CH:48]=[C:49]([C:51]8[CH:56]=[CH:55][C:54]([OH:57])=[CH:53][CH:52]=8)[CH2:50][C@H:44]7[C:43](=O)[N:42](COCC[Si](C)(C)C)[C:41]=6[CH:67]=5)[C:28]([O:30][CH3:31])=[CH:29][C:13]=4[C:12](=[O:70])[N:11]3[CH:71]=2)=[CH:4][CH:3]=1.C([BH-](CC)CC)C.[Li+], predict the reaction product. (6) Given the reactants Cl[C:2]1[N:7]=[C:6]([NH:8][NH2:9])[N:5]=[C:4]([NH:10][C:11]2[CH:16]=[CH:15][C:14]([F:17])=[C:13]([C:18]([F:21])([F:20])[F:19])[CH:12]=2)[N:3]=1.[F:22][C:23]([F:34])([F:33])[O:24][C:25]1[CH:32]=[CH:31][CH:30]=[CH:29][C:26]=1C=O.[CH2:35](O)C, predict the reaction product. The product is: [F:17][C:14]1[CH:15]=[CH:16][C:11]([NH:10][C:4]2[N:5]=[C:6]([NH:8][N:9]=[CH:35][C:30]3[CH:29]=[CH:26][C:25]([O:24][C:23]([F:22])([F:33])[F:34])=[CH:32][CH:31]=3)[N:7]=[CH:2][N:3]=2)=[CH:12][C:13]=1[C:18]([F:21])([F:20])[F:19].